This data is from Catalyst prediction with 721,799 reactions and 888 catalyst types from USPTO. The task is: Predict which catalyst facilitates the given reaction. (1) The catalyst class is: 13. Product: [O:1]1[CH2:6][CH2:5][CH:4]([C:7]2[CH:8]=[C:9]3[C:14](=[C:15]([O:17][CH2:18][O:19][CH2:20][CH2:21][Si:22]([CH3:25])([CH3:24])[CH3:23])[CH:16]=2)[N:13]=[CH:12][N:11]([CH2:26][O:27][CH2:28][CH2:29][Si:30]([CH3:33])([CH3:32])[CH3:31])[C:10]3=[O:34])[CH2:3][CH2:2]1. Reactant: [O:1]1[CH2:6][CH2:5][CH:4]([C:7]2[CH:8]=[C:9]3[C:14](=[C:15]([O:17][CH2:18][O:19][CH2:20][CH2:21][Si:22]([CH3:25])([CH3:24])[CH3:23])[CH:16]=2)[NH:13][CH2:12][N:11]([CH2:26][O:27][CH2:28][CH2:29][Si:30]([CH3:33])([CH3:32])[CH3:31])[C:10]3=[O:34])[CH2:3][CH2:2]1.ClC1C(=O)C(C#N)=C(C#N)C(=O)C=1Cl. (2) Reactant: [O:1]=[C:2]([CH2:8][C:9]([O:11][CH3:12])=[O:10])[CH2:3][C:4]([O:6][CH3:7])=[O:5].Cl[CH:14](C)[CH:15]=O. Product: [CH3:12][O:11][C:9](=[O:10])[CH2:8][C:2]1[O:1][CH:14]=[CH:15][C:3]=1[C:4]([O:6][CH3:7])=[O:5]. The catalyst class is: 436. (3) Reactant: [I:1][C:2]1[C:6]([C:7](O)=[O:8])=[CH:5][N:4]([CH3:10])[N:3]=1.[Cl:11][C:12]1[CH:13]=[C:14]([C:19]2[C:20]([NH2:26])=[CH:21][CH:22]=[C:23]([F:25])[CH:24]=2)[CH:15]=[CH:16][C:17]=1[Cl:18].C(N(CC)C(C)C)(C)C.F[P-](F)(F)(F)(F)F.Br[P+](N1CCCC1)(N1CCCC1)N1CCCC1. Product: [Cl:11][C:12]1[CH:13]=[C:14]([C:19]2[CH:24]=[C:23]([F:25])[CH:22]=[CH:21][C:20]=2[NH:26][C:7]([C:6]2[C:2]([I:1])=[N:3][N:4]([CH3:10])[CH:5]=2)=[O:8])[CH:15]=[CH:16][C:17]=1[Cl:18]. The catalyst class is: 2. (4) Reactant: [OH:1][CH2:2][CH2:3][N:4]([CH2:17][C:18]([F:21])([F:20])[F:19])[C:5]1[CH:12]=[CH:11][C:8]([C:9]#[N:10])=[C:7]([C:13]([F:16])([F:15])[F:14])[CH:6]=1.[CH3:22][C:23]1([CH3:37])[C:27]([CH3:29])([CH3:28])[O:26][B:25]([C:30]2[CH:35]=[CH:34][C:33](O)=[CH:32][CH:31]=2)[O:24]1. Product: [CH3:28][C:27]1([CH3:29])[C:23]([CH3:22])([CH3:37])[O:24][B:25]([C:30]2[CH:35]=[CH:34][C:33]([O:1][CH2:2][CH2:3][N:4]([CH2:17][C:18]([F:19])([F:20])[F:21])[C:5]3[CH:12]=[CH:11][C:8]([C:9]#[N:10])=[C:7]([C:13]([F:15])([F:16])[F:14])[CH:6]=3)=[CH:32][CH:31]=2)[O:26]1. The catalyst class is: 57. (5) Reactant: C[O:2][C:3](=[O:22])[C:4]1[CH:9]=[CH:8][C:7]([O:10][CH3:11])=[C:6]([C:12]2[O:20][C:19]3[C:14](=[N:15][CH:16]=[CH:17][C:18]=3[Cl:21])[CH:13]=2)[CH:5]=1.[Li+].[OH-]. Product: [Cl:21][C:18]1[CH:17]=[CH:16][N:15]=[C:14]2[CH:13]=[C:12]([C:6]3[CH:5]=[C:4]([CH:9]=[CH:8][C:7]=3[O:10][CH3:11])[C:3]([OH:22])=[O:2])[O:20][C:19]=12. The catalyst class is: 20. (6) Reactant: [F:1][C:2]1[CH:3]=[C:4]([CH:24]=[CH:25][CH:26]=1)[CH2:5][O:6][C:7]1[CH:12]=[CH:11][N:10]([CH2:13][CH2:14][C:15]2[CH:20]=[CH:19][C:18]([CH2:21]O)=[CH:17][CH:16]=2)[C:9](=[O:23])[CH:8]=1.P(Br)(Br)[Br:28]. Product: [Br:28][CH2:21][C:18]1[CH:19]=[CH:20][C:15]([CH2:14][CH2:13][N:10]2[CH:11]=[CH:12][C:7]([O:6][CH2:5][C:4]3[CH:24]=[CH:25][CH:26]=[C:2]([F:1])[CH:3]=3)=[CH:8][C:9]2=[O:23])=[CH:16][CH:17]=1. The catalyst class is: 326.